From a dataset of Catalyst prediction with 721,799 reactions and 888 catalyst types from USPTO. Predict which catalyst facilitates the given reaction. (1) Reactant: [Cl:1][C:2]1[CH:6]=[N:5][N:4]([CH3:7])[C:3]=1[C:8]1[CH:9]=[C:10]([NH:16][C:17]([NH:19][C:20]2[CH:25]=[CH:24][C:23]([F:26])=[CH:22][C:21]=2[F:27])=[O:18])[CH:11]=[CH:12][C:13]=1[O:14]C.[Cl-].[Al+3].[Cl-].[Cl-].C(OCC)(=O)C. Product: [Cl:1][C:2]1[CH:6]=[N:5][N:4]([CH3:7])[C:3]=1[C:8]1[CH:9]=[C:10]([NH:16][C:17]([NH:19][C:20]2[CH:25]=[CH:24][C:23]([F:26])=[CH:22][C:21]=2[F:27])=[O:18])[CH:11]=[CH:12][C:13]=1[OH:14]. The catalyst class is: 26. (2) The catalyst class is: 28. Product: [Br:2][CH2:18][C:7]1[S:8][C:9]2[CH:10]=[C:11]3[C:15](=[CH:16][C:17]=2[C:6]=1[Cl:5])[O:14][CH2:13][O:12]3. Reactant: P(Br)(Br)[Br:2].[Cl:5][C:6]1[C:17]2[CH:16]=[C:15]3[C:11]([O:12][CH2:13][O:14]3)=[CH:10][C:9]=2[S:8][C:7]=1[CH2:18]O. (3) The catalyst class is: 1. Reactant: [Li+].CCC[CH2-].[CH3:6][C:7]1[S:8][CH:9]=[CH:10][N:11]=1.[Cl:12][C:13]1[CH:20]=[CH:19][C:16]([C:17]#[N:18])=[CH:15][CH:14]=1. Product: [Cl:12][C:13]1[CH:20]=[CH:19][C:16](/[C:17](/[NH2:18])=[CH:6]/[C:7]2[S:8][CH:9]=[CH:10][N:11]=2)=[CH:15][CH:14]=1.